This data is from Full USPTO retrosynthesis dataset with 1.9M reactions from patents (1976-2016). The task is: Predict the reactants needed to synthesize the given product. (1) The reactants are: [Cl:1][C:2]1[CH:9]=[CH:8][C:5]([CH2:6]Cl)=[CH:4][CH:3]=1.[CH2:10]([N:17]1[C:25]2[C:20](=[CH:21][CH:22]=[C:23]([CH2:26][C:27]([OH:29])=[O:28])[CH:24]=2)[CH:19]=[CH:18]1)[C:11]1[CH:16]=[CH:15][CH:14]=[CH:13][CH:12]=1. Given the product [Cl:1][C:2]1[CH:9]=[CH:8][C:5]([CH2:6][N:17]2[C:25]3[C:20](=[CH:21][CH:22]=[C:23]([CH2:26][C:27]([OH:29])=[O:28])[CH:24]=3)[CH:19]=[CH:18]2)=[CH:4][CH:3]=1.[CH2:10]([N:17]1[C:25]2[C:20](=[CH:21][CH:22]=[C:23]([CH2:26][C:27]([OH:29])=[O:28])[CH:24]=2)[CH:19]=[CH:18]1)[C:11]1[CH:12]=[CH:13][CH:14]=[CH:15][CH:16]=1, predict the reactants needed to synthesize it. (2) The reactants are: [CH3:1][C:2]([CH2:4][C:5]([CH3:8])([CH3:7])[CH3:6])=[CH2:3].[PH2:9]([OH:11])=[O:10]. Given the product [CH3:3][CH:2]([CH2:4][C:5]([CH3:8])([CH3:7])[CH3:6])[CH2:1][PH:9](=[O:10])[OH:11], predict the reactants needed to synthesize it. (3) Given the product [CH:1]1([N:7]2[CH2:13][C:12]([F:16])([CH:14]=[CH2:15])[C:11](=[O:17])[N:10]([CH3:18])[C:9]3[CH:19]=[N:20][C:21]([NH:23][C:24]4[CH:32]=[CH:31][C:27]([C:28]([NH:50][CH:45]5[CH2:44][N:49]([CH3:48])[CH2:46]5)=[O:29])=[CH:26][C:25]=4[O:33][CH3:34])=[N:22][C:8]2=3)[CH2:5][CH2:4][CH2:3][CH2:2]1, predict the reactants needed to synthesize it. The reactants are: [CH:1]1([N:7]2[CH2:13][C:12]([F:16])([CH:14]=[CH2:15])[C:11](=[O:17])[N:10]([CH3:18])[C:9]3[CH:19]=[N:20][C:21]([NH:23][C:24]4[CH:32]=[CH:31][C:27]([C:28](O)=[O:29])=[CH:26][C:25]=4[O:33][CH3:34])=[N:22][C:8]2=3)C[CH2:5][CH2:4][CH2:3][CH2:2]1.CN(C(ON1N=[N:50][C:45]2[CH:46]=C[CH:48]=[N:49][C:44]1=2)=[N+](C)C)C.F[P-](F)(F)(F)(F)F.Cl.Cl.CN1CC(N)C1.